This data is from Full USPTO retrosynthesis dataset with 1.9M reactions from patents (1976-2016). The task is: Predict the reactants needed to synthesize the given product. (1) Given the product [CH3:1][O:2][C:3]([C:5]1[C:13]2[C:8](=[CH:9][CH:10]=[C:11]([O:14][C:39]3[CH:38]=[CH:37][C:36]([Cl:35])=[C:41]([Cl:42])[CH:40]=3)[CH:12]=2)[N:7]([C:15]2[CH:16]=[CH:17][C:18]([O:21][CH:22]([CH3:24])[CH3:23])=[CH:19][CH:20]=2)[C:6]=1[C:25]1[CH:26]=[CH:27][C:28]([C:31]([O:33][CH3:34])=[O:32])=[CH:29][CH:30]=1)=[O:4], predict the reactants needed to synthesize it. The reactants are: [CH3:1][O:2][C:3]([C:5]1[C:13]2[C:8](=[CH:9][CH:10]=[C:11]([OH:14])[CH:12]=2)[N:7]([C:15]2[CH:20]=[CH:19][C:18]([O:21][CH:22]([CH3:24])[CH3:23])=[CH:17][CH:16]=2)[C:6]=1[C:25]1[CH:30]=[CH:29][C:28]([C:31]([O:33][CH3:34])=[O:32])=[CH:27][CH:26]=1)=[O:4].[Cl:35][C:36]1[CH:37]=[C:38](B(O)O)[CH:39]=[CH:40][C:41]=1[Cl:42]. (2) Given the product [C:4]([O:3][C:1](=[O:2])[NH:8][C@H:9]([C:10]1[N:34]([C:35]2[CH:36]=[N:37][CH:38]=[C:39]([F:41])[CH:40]=2)[C:29]2[CH:28]=[C:27]([F:26])[CH:32]=[CH:31][C:30]=2[N:33]=1)[CH3:11])([CH3:7])([CH3:6])[CH3:5], predict the reactants needed to synthesize it. The reactants are: [C:1]([NH:8][C@H:9]([C:11](N)=O)[CH3:10])([O:3][C:4]([CH3:7])([CH3:6])[CH3:5])=[O:2].F[B-](F)(F)F.C([O+](CC)CC)C.[F:26][C:27]1[CH:28]=[C:29]([NH:34][C:35]2[CH:36]=[N:37][CH:38]=[C:39]([F:41])[CH:40]=2)[C:30]([NH2:33])=[CH:31][CH:32]=1. (3) Given the product [CH:1]([C:4]1[N:8]2[C:9]3[CH:16]=[C:15]([C:17]4[CH:18]=[CH:19][CH:20]=[CH:21][CH:22]=4)[C:14]([C:23]4[CH:24]=[CH:25][C:26]([C:29]5([NH2:33])[CH2:30][CH2:31][CH2:32]5)=[CH:27][CH:28]=4)=[N:13][C:10]=3[O:11][CH2:12][C:7]2=[N:6][N:5]=1)([CH3:3])[CH3:2], predict the reactants needed to synthesize it. The reactants are: [CH:1]([C:4]1[N:8]2[C:9]3[CH:16]=[C:15]([C:17]4[CH:22]=[CH:21][CH:20]=[CH:19][CH:18]=4)[C:14]([C:23]4[CH:28]=[CH:27][C:26]([C:29]5([NH:33]C(=O)OC(C)(C)C)[CH2:32][CH2:31][CH2:30]5)=[CH:25][CH:24]=4)=[N:13][C:10]=3[O:11][CH2:12][C:7]2=[N:6][N:5]=1)([CH3:3])[CH3:2]. (4) Given the product [NH2:12][C:8]([C:6]1[CH:5]=[CH:4][CH:3]=[C:2]([Br:1])[N:7]=1)([CH3:9])[C:14]#[N:13], predict the reactants needed to synthesize it. The reactants are: [Br:1][C:2]1[N:7]=[C:6]([C:8](=O)[CH3:9])[CH:5]=[CH:4][CH:3]=1.[Cl-].[NH4+:12].[NH3:13].[C-:14]#N.[Na+]. (5) Given the product [OH:2][C:3]1[CH:4]=[CH:5][C:6]2[O:11][CH2:10][CH2:9][N:8]([CH2:12][CH2:13][NH:14][C:15](=[O:17])[CH3:16])[C:7]=2[CH:18]=1, predict the reactants needed to synthesize it. The reactants are: C[O:2][C:3]1[CH:4]=[CH:5][C:6]2[O:11][CH2:10][CH2:9][N:8]([CH2:12][CH2:13][NH:14][C:15](=[O:17])[CH3:16])[C:7]=2[CH:18]=1.B(Br)(Br)Br.C(=O)([O-])O.[Na+]. (6) Given the product [Br:1][C:2]1[CH:6]=[N:5][N:4]([CH3:7])[C:3]=1[C:8]1[CH:9]=[C:10]([NH:15][C:16]([NH:18][C:19]2[CH:24]=[CH:23][C:22]([F:25])=[CH:21][C:20]=2[F:26])=[O:17])[CH:11]=[CH:12][C:13]=1[O:14][CH2:49][CH2:48][N:47]([CH3:51])[CH3:46], predict the reactants needed to synthesize it. The reactants are: [Br:1][C:2]1[CH:6]=[N:5][N:4]([CH3:7])[C:3]=1[C:8]1[CH:9]=[C:10]([NH:15][C:16]([NH:18][C:19]2[CH:24]=[CH:23][C:22]([F:25])=[CH:21][C:20]=2[F:26])=[O:17])[CH:11]=[CH:12][C:13]=1[OH:14].C1C=CC(P(C2C=CC=CC=2)C2C=CC=CC=2)=CC=1.[CH3:46][N:47]([CH3:51])[CH2:48][CH2:49]O.CC(OC(/N=N/C(OC(C)C)=O)=O)C. (7) Given the product [F:8][C:3]1[CH:4]=[CH:5][CH:6]=[CH:7][C:2]=1[C@:15]1([CH3:14])[C@H:19]2[CH2:20][O:21][CH2:22][C@H:18]2[O:17][NH:16]1, predict the reactants needed to synthesize it. The reactants are: Br[C:2]1[CH:7]=[CH:6][CH:5]=[CH:4][C:3]=1[F:8].C([Li])CCC.[CH3:14][C:15]1[C@H:19]2[CH2:20][O:21][CH2:22][C@H:18]2[O:17][N:16]=1.B(F)(F)F.CCOCC.[Cl-].[NH4+].